This data is from Experimentally validated miRNA-target interactions with 360,000+ pairs, plus equal number of negative samples. The task is: Binary Classification. Given a miRNA mature sequence and a target amino acid sequence, predict their likelihood of interaction. (1) The miRNA is hsa-miR-144-3p with sequence UACAGUAUAGAUGAUGUACU. The protein sequence of the target gene is MVISVVLLLLAAYAVPAQGLGSFVHCEPCDEKALSMCPPSPLGCELVKEPGCGCCMTCALAEGQSCGVYTERCAQGLRCLPRQDEEKPLHALLHGRGVCLNEKSYGEQTKIERDSREHEEPTTSEMAEETYSPKVFRPKHTRISELKAEAVKKDRRKKLTQSKFVGGAENTAHPRVIPAPEMRQESEQGPCRRHMEASLQEFKASPRMVPRAVYLPNCDRKGFYKRKQCKPSRGRKRGICWCVDKYGMKLPGMEYVDGDFQCHAFDSSNVE. Result: 0 (no interaction). (2) The miRNA is hsa-miR-4525 with sequence GGGGGGAUGUGCAUGCUGGUU. The protein sequence of the target gene is MLRLAAAGARAIVDMSYARHFLDFQGSAIPRTMQKLVVTRLSPNFHEAVTLRRDCPVPLPGDGDLLVRNRFVGINASDINYSAGRYDPSLKPPFDIGFEGIGEVVALGLSASARYTVGQAVAYMAPGSFAEYTVVPASIAIPMPSVKPEYLTMLVSGTTAYLSLEELGELSEGKKVLVTAAAGGTGQFAVQLSKIAKCHVIGTCSSDEKAAFLKSIGCDRPINYRTEPVETVLKQEYPEGVDVVYESVGGAMFDLAVDALATKGRLIVIGFISGYQSPTGLSPIKAGVLPTKLLKKSASL.... Result: 0 (no interaction). (3) The miRNA is hsa-miR-7850-5p with sequence GUUUGGACAUAGUGUGGCUGG. The protein sequence of the target gene is MISCAEQRSRQGEAGRGPAPVAPAFLPLWLPRGCSGILSVPAVAMHSAGTPRAESPMSRQEKDAELDRRIVALRKKNQALLRRYQEIQEDRRQAEQGGMAVTTPALLQPDGLTVTISQVPGEKRVVSRNWARGTCGPRVTNEMLEDEDAEDHGGTFCLGELVELAVTMENKAEGKRIVSEKPTRARNQGIEGSPGGRVTRSPPTQVAISSDSARKGSWEPWSRPVGEPPEAGWDYAQWKQEREQIDLARLARHRDAQGDWRRPWDLDKAKSTLQDCSQLRGEGPARAGSRRGPRSHQKLQ.... Result: 1 (interaction). (4) The miRNA is hsa-miR-5693 with sequence GCAGUGGCUCUGAAAUGAACUC. The protein sequence of the target gene is MEAEEAQRGASPPISAIEEFSIIPEAPMRSSQVSALGLEAQEDEDPSYKWREEHRLSATQQSELRDVCDYAIETMPSFPKEGSADVEPNQESLVAEACDTPEHWEAVPQSLAGRQARTLAPPELWACPIQSEHLDMAPFSSDLGSEEEEVEFWPGLTSLTLGSGQAEEEEETSSDNSGQTRYYSPCEEHPAETNQNEGSESGTIRQGEELPPEELQESQGLLHPQEVQVLEEQGQQEAGFRGEGTLREDVCADGLLGEEQMIEQVNDEKGEQKQKQEQVQDVMLGRQGERMGLTGEPEGL.... Result: 1 (interaction). (5) The miRNA is mmu-miR-328-3p with sequence CUGGCCCUCUCUGCCCUUCCGU. The protein sequence of the target gene is MAAMRWRWWQRLLPWRLLQARGFPQNSAPSLGLGARTYSQGDCSYSRTALYDLLGVPSTATQAQIKAAYYRQCFLYHPDRNSGSAEAAERFTRISQAYVVLGSATLRRKYDRGLLSDEDLRGPGVRPSRTPAPDPGSPRTPPPTSRTHDGSRASPGANRTMFNFDAFYQAHYGEQLERERRLRARREALRKRQEYRSMKGLRWEDTRDTAAIFLIFSIFIIIGFYI. Result: 0 (no interaction). (6) The protein sequence of the target gene is MLKRCGRRLLLALAGALLACLLVLTADPPPPPLPAERGRRALRSLAGPAGAAPAPGLGAAAAAPGALVRDVHSLSEYFSLLTRARRDAGPPPGAAPRPADGHPRPLAEPLAPRDVFIAVKTTKKFHRARLDLLLETWISRHKEMTFIFTDGEDEALARHTGNVVITNCSAAHSRQALSCKMAVEYDRFIESGRKWFCHVDDDNYVNLRALLRLLASYPHTRDVYVGKPSLDRPIQAMERVSENKVRPVHFWFATGGAGFCISRGLALKMSPWASGGHFMNTAERIRLPDDCTIGYIVEAL.... The miRNA is hsa-miR-132-3p with sequence UAACAGUCUACAGCCAUGGUCG. Result: 1 (interaction).